Dataset: HIV replication inhibition screening data with 41,000+ compounds from the AIDS Antiviral Screen. Task: Binary Classification. Given a drug SMILES string, predict its activity (active/inactive) in a high-throughput screening assay against a specified biological target. (1) The drug is O=C1c2cccc3cccc(c23)C(=O)N1CCN1C(=O)c2cccc3cccc(c23)C1=O. The result is 0 (inactive). (2) The drug is O=C(SC1=NCCN1)c1cccc2ccccc12. The result is 0 (inactive). (3) The molecule is COS(=O)(O)=[OH+].C[n+]1c2ccccc2c(C=NNS(=O)(=O)c2ccc(O)c(C(=O)O)c2)c2ccccc21. The result is 0 (inactive). (4) The molecule is CCC1=CC(OCc2ccccc2)C(CCN(Cc2ccccc2)C(=O)OCc2ccccc2)C1. The result is 0 (inactive). (5) The drug is O=C1NC(=S)NC1=Cc1c(-c2ccccc2)[nH]c2ccccc12. The result is 0 (inactive).